Dataset: Catalyst prediction with 721,799 reactions and 888 catalyst types from USPTO. Task: Predict which catalyst facilitates the given reaction. Reactant: C(=O)(O)[O-].[Na+].Cl.[NH2:7][CH2:8][CH2:9][SH:10].[C:11]([O:15][C:16](=[O:25])[NH:17][C@H:18]([C:22](F)=[O:23])[CH:19]([CH3:21])[CH3:20])([CH3:14])([CH3:13])[CH3:12]. Product: [C:11]([O:15][C:16](=[O:25])[NH:17][C@H:18]([C:22](=[O:23])[NH:7][CH2:8][CH2:9][SH:10])[CH:19]([CH3:20])[CH3:21])([CH3:12])([CH3:14])[CH3:13]. The catalyst class is: 232.